This data is from Forward reaction prediction with 1.9M reactions from USPTO patents (1976-2016). The task is: Predict the product of the given reaction. (1) Given the reactants CC([Si](C)(C)[O:6][C:7]1[CH:12]=[CH:11][C:10]([CH2:13][CH2:14][N:15]2[CH2:20][CH2:19][N:18]([C:21]([O:23][C:24]([CH3:27])([CH3:26])[CH3:25])=[O:22])[CH2:17][CH2:16]2)=[CH:9][CH:8]=1)(C)C.[F-].C([N+](CCCC)(CCCC)CCCC)CCC, predict the reaction product. The product is: [OH:6][C:7]1[CH:8]=[CH:9][C:10]([CH2:13][CH2:14][N:15]2[CH2:16][CH2:17][N:18]([C:21]([O:23][C:24]([CH3:27])([CH3:26])[CH3:25])=[O:22])[CH2:19][CH2:20]2)=[CH:11][CH:12]=1. (2) Given the reactants [F:1][C:2]1[C:3]([O:39][CH3:40])=[CH:4][C:5]([CH2:34][C:35]([F:38])([F:37])[F:36])=[C:6]([C:8]2[N:13]=[C:12]3[NH:14][N:15]=[C:16](I)[C:11]3=[C:10]([NH:18][CH2:19][C:20]3[CH:25]=[C:24]([O:26][CH3:27])[CH:23]=[CH:22][C:21]=3[N:28]([CH3:33])[S:29]([CH3:32])(=[O:31])=[O:30])[N:9]=2)[CH:7]=1.I[C:42]1[NH:43][C:44]2[CH2:49][CH2:48][N:47](C(OC(C)(C)C)=O)[CH2:46][C:45]=2[N:57]=1.Cl, predict the reaction product. The product is: [F:1][C:2]1[C:3]([O:39][CH3:40])=[CH:4][C:5]([CH2:34][C:35]([F:38])([F:37])[F:36])=[C:6]([C:8]2[N:13]=[C:12]3[NH:14][N:15]=[C:16]([C:42]4[NH:43][C:44]5[CH2:49][CH2:48][NH:47][CH2:46][C:45]=5[N:57]=4)[C:11]3=[C:10]([NH:18][CH2:19][C:20]3[CH:25]=[C:24]([O:26][CH3:27])[CH:23]=[CH:22][C:21]=3[N:28]([CH3:33])[S:29]([CH3:32])(=[O:31])=[O:30])[N:9]=2)[CH:7]=1. (3) Given the reactants [Cl:1][C:2]1[CH:7]=[CH:6][N:5]=[C:4]2[N:8]([S:31]([C:34]3[CH:39]=[CH:38][C:37]([CH3:40])=[CH:36][CH:35]=3)(=[O:33])=[O:32])[C:9]([C:11]3[C:15]4=[N:16][C:17]([O:22][CH3:23])=[C:18]([O:20][CH3:21])[CH:19]=[C:14]4[N:13](C(OC(C)(C)C)=O)[CH:12]=3)=[CH:10][C:3]=12, predict the reaction product. The product is: [Cl:1][C:2]1[CH:7]=[CH:6][N:5]=[C:4]2[N:8]([S:31]([C:34]3[CH:39]=[CH:38][C:37]([CH3:40])=[CH:36][CH:35]=3)(=[O:32])=[O:33])[C:9]([C:11]3[C:15]4=[N:16][C:17]([O:22][CH3:23])=[C:18]([O:20][CH3:21])[CH:19]=[C:14]4[NH:13][CH:12]=3)=[CH:10][C:3]=12. (4) Given the reactants [Br:1][C:2]1[CH:3]=[C:4]2[C:9](=[CH:10][CH:11]=1)[NH:8][C:7](=O)[N:6]=[C:5]2[C:13]1[CH:18]=[CH:17][N:16]=[CH:15][CH:14]=1.S(Cl)([Cl:21])=O.CN(C=O)C, predict the reaction product. The product is: [Br:1][C:2]1[CH:3]=[C:4]2[C:9](=[CH:10][CH:11]=1)[N:8]=[C:7]([Cl:21])[N:6]=[C:5]2[C:13]1[CH:18]=[CH:17][N:16]=[CH:15][CH:14]=1. (5) Given the reactants C(OC([N:8]1[CH2:13][CH2:12][CH:11]([N:14]2[C:18]3=[N:19][C:20]([C:29]4[CH:34]=[CH:33][C:32]([NH:35][C:36]([NH:38][CH3:39])=[O:37])=[CH:31][CH:30]=4)=[N:21][C:22]([N:23]4[CH2:28][CH2:27][O:26][CH2:25][CH2:24]4)=[C:17]3[CH:16]=[N:15]2)[CH2:10][CH2:9]1)=O)(C)(C)C.C(O)(C(F)(F)F)=O, predict the reaction product. The product is: [CH3:39][NH:38][C:36]([NH:35][C:32]1[CH:31]=[CH:30][C:29]([C:20]2[N:19]=[C:18]3[N:14]([CH:11]4[CH2:12][CH2:13][NH:8][CH2:9][CH2:10]4)[N:15]=[CH:16][C:17]3=[C:22]([N:23]3[CH2:28][CH2:27][O:26][CH2:25][CH2:24]3)[N:21]=2)=[CH:34][CH:33]=1)=[O:37].